From a dataset of Catalyst prediction with 721,799 reactions and 888 catalyst types from USPTO. Predict which catalyst facilitates the given reaction. (1) Reactant: O.[OH-].[Li+].[CH3:4][C:5]1[CH:10]=[C:9]([CH3:11])[CH:8]=[C:7]([CH3:12])[C:6]=1[NH:13][C:14]([NH:16][C:17]1[C:18]([C:27]([NH:29][C@H:30]([C:35]([O:37]C)=[O:36])[CH2:31][CH2:32][CH2:33][CH3:34])=[O:28])=[CH:19][C:20]2[C:25]([CH:26]=1)=[CH:24][CH:23]=[CH:22][CH:21]=2)=[O:15].O.Cl. Product: [CH3:12][C:7]1[CH:8]=[C:9]([CH3:11])[CH:10]=[C:5]([CH3:4])[C:6]=1[NH:13][C:14]([NH:16][C:17]1[C:18]([C:27]([NH:29][C@H:30]([C:35]([OH:37])=[O:36])[CH2:31][CH2:32][CH2:33][CH3:34])=[O:28])=[CH:19][C:20]2[C:25]([CH:26]=1)=[CH:24][CH:23]=[CH:22][CH:21]=2)=[O:15]. The catalyst class is: 12. (2) Reactant: C[Si]([N-][Si](C)(C)C)(C)C.[Li+].[C:11]1([CH:17]([CH3:21])[C:18]([OH:20])=[O:19])[CH:16]=[CH:15][CH:14]=[CH:13][CH:12]=1.Br[CH2:23][CH2:24][C:25]([CH3:28])([CH3:27])[CH3:26]. Product: [CH3:21][C:17]([C:11]1[CH:16]=[CH:15][CH:14]=[CH:13][CH:12]=1)([CH2:23][CH2:24][C:25]([CH3:28])([CH3:27])[CH3:26])[C:18]([OH:20])=[O:19]. The catalyst class is: 7. (3) Reactant: [CH2:1]([C:3]1[O:7][C:6]([CH2:8][CH2:9][NH:10]C(=O)OCC2C=CC=CC=2)=[N:5][CH:4]=1)[CH3:2]. Product: [CH2:1]([C:3]1[O:7][C:6]([CH2:8][CH2:9][NH2:10])=[N:5][CH:4]=1)[CH3:2]. The catalyst class is: 19.